From a dataset of NCI-60 drug combinations with 297,098 pairs across 59 cell lines. Regression. Given two drug SMILES strings and cell line genomic features, predict the synergy score measuring deviation from expected non-interaction effect. (1) Drug 1: CS(=O)(=O)CCNCC1=CC=C(O1)C2=CC3=C(C=C2)N=CN=C3NC4=CC(=C(C=C4)OCC5=CC(=CC=C5)F)Cl. Drug 2: CC1CCCC2(C(O2)CC(NC(=O)CC(C(C(=O)C(C1O)C)(C)C)O)C(=CC3=CSC(=N3)C)C)C. Cell line: T-47D. Synergy scores: CSS=44.5, Synergy_ZIP=2.46, Synergy_Bliss=4.39, Synergy_Loewe=-4.63, Synergy_HSA=5.76. (2) Drug 1: CC=C1C(=O)NC(C(=O)OC2CC(=O)NC(C(=O)NC(CSSCCC=C2)C(=O)N1)C(C)C)C(C)C. Drug 2: CS(=O)(=O)CCNCC1=CC=C(O1)C2=CC3=C(C=C2)N=CN=C3NC4=CC(=C(C=C4)OCC5=CC(=CC=C5)F)Cl. Cell line: MCF7. Synergy scores: CSS=55.3, Synergy_ZIP=-3.06, Synergy_Bliss=-2.89, Synergy_Loewe=-12.4, Synergy_HSA=-1.05.